Dataset: Peptide-MHC class II binding affinity with 134,281 pairs from IEDB. Task: Regression. Given a peptide amino acid sequence and an MHC pseudo amino acid sequence, predict their binding affinity value. This is MHC class II binding data. (1) The MHC is DRB1_0101 with pseudo-sequence DRB1_0101. The peptide sequence is EVKFNAPALQEAYYR. The binding affinity (normalized) is 0.932. (2) The peptide sequence is AQQSKLAQRRVFHGV. The MHC is DRB1_0701 with pseudo-sequence DRB1_0701. The binding affinity (normalized) is 0.319. (3) The peptide sequence is QFGSVPALTIACMTK. The MHC is DRB1_0101 with pseudo-sequence DRB1_0101. The binding affinity (normalized) is 0.842. (4) The binding affinity (normalized) is 0.561. The MHC is HLA-DPA10201-DPB10501 with pseudo-sequence HLA-DPA10201-DPB10501. The peptide sequence is DLAKYKANWIEIMRI. (5) The binding affinity (normalized) is 0.440. The peptide sequence is KVFNTRRNTLLFLDL. The MHC is DRB1_0404 with pseudo-sequence DRB1_0404. (6) The peptide sequence is AGIMIFDPYGATISA. The MHC is DRB1_0701 with pseudo-sequence DRB1_0701. The binding affinity (normalized) is 0.421. (7) The peptide sequence is MDETIADLRELCLNY. The binding affinity (normalized) is 0.251. The MHC is DRB1_0101 with pseudo-sequence DRB1_0101.